This data is from Reaction yield outcomes from USPTO patents with 853,638 reactions. The task is: Predict the reaction yield, written as a fraction of the theoretical maximum amount of product (1.0 means a 100% yield; for example, 0.34 means a 34% yield). (1) The reactants are [Cl:1][C:2]1[CH:17]=[CH:16][C:5]([O:6][C@@H:7]([CH3:15])[CH2:8][CH2:9][O:10]S(C)(=O)=O)=[C:4]([O:18][C:19]2[CH:24]=[CH:23][CH:22]=[CH:21][CH:20]=2)[CH:3]=1.C[O:26][C:27](=[O:37])[CH2:28][CH2:29][C:30]1[CH:35]=[CH:34][CH:33]=[C:32](O)[CH:31]=1. No catalyst specified. The product is [Cl:1][C:2]1[CH:17]=[CH:16][C:5]([O:6][C@@H:7]([CH3:15])[CH2:8][CH2:9][O:10][C:34]2[CH:35]=[C:30]([CH2:29][CH2:28][C:27]([OH:37])=[O:26])[CH:31]=[CH:32][CH:33]=2)=[C:4]([O:18][C:19]2[CH:24]=[CH:23][CH:22]=[CH:21][CH:20]=2)[CH:3]=1. The yield is 0.670. (2) The reactants are [N+:1]([C:4]1[CH:5]=[CH:6][C:7]2[O:12][C@@:11]([CH3:18])([CH:13]([O:16][CH3:17])[O:14][CH3:15])[C@@H:10]3[O:19][C@@H:9]3[C:8]=2[CH:20]=1)([O-:3])=[O:2].[CH3:21][O:22][C:23]1[CH:28]=[CH:27][CH:26]=[CH:25][C:24]=1[NH:29][CH2:30][C:31]1[NH:32][CH:33]=[CH:34][N:35]=1. No catalyst specified. The product is [N+:1]([C:4]1[CH:5]=[CH:6][C:7]2[O:12][C@@:11]([CH3:18])([CH:13]([O:16][CH3:17])[O:14][CH3:15])[C@H:10]([OH:19])[C@@H:9]([N:29]([C:24]3[CH:25]=[CH:26][CH:27]=[CH:28][C:23]=3[O:22][CH3:21])[CH2:30][C:31]3[NH:35][CH:34]=[CH:33][N:32]=3)[C:8]=2[CH:20]=1)([O-:3])=[O:2]. The yield is 0.670. (3) The reactants are Br[C:2]1[CH:7]=[CH:6][C:5]([N:8]2[CH2:13][CH2:12][N:11]([S:14]([CH2:17][CH:18]([CH:22]([CH3:24])[CH3:23])[C:19]([OH:21])=[O:20])(=[O:16])=[O:15])[CH2:10][CH2:9]2)=[CH:4][CH:3]=1.[O:25]1[CH:29]=[CH:28][CH:27]=[C:26]1B(O)O. No catalyst specified. The product is [O:25]1[CH:29]=[CH:28][CH:27]=[C:26]1[C:2]1[CH:7]=[CH:6][C:5]([N:8]2[CH2:13][CH2:12][N:11]([S:14]([CH2:17][CH:18]([CH:22]([CH3:24])[CH3:23])[C:19]([OH:21])=[O:20])(=[O:16])=[O:15])[CH2:10][CH2:9]2)=[CH:4][CH:3]=1. The yield is 0.680. (4) The reactants are [CH2:1]([O:8][C:9]([C:11]1([CH:19](OS(C(F)(F)F)(=O)=O)[CH3:20])[CH2:16][O:15][C:14]([CH3:18])([CH3:17])[CH2:13][O:12]1)=[O:10])[C:2]1[CH:7]=[CH:6][CH:5]=[CH:4][CH:3]=1.N1(C2CCCCCCCCCC2)CCCN=CCCCCC1. The catalyst is ClCCl. The product is [CH2:1]([O:8][C:9]([C:11]1([CH:19]=[CH2:20])[CH2:16][O:15][C:14]([CH3:17])([CH3:18])[CH2:13][O:12]1)=[O:10])[C:2]1[CH:3]=[CH:4][CH:5]=[CH:6][CH:7]=1. The yield is 0.520.